The task is: Predict the reactants needed to synthesize the given product.. This data is from Full USPTO retrosynthesis dataset with 1.9M reactions from patents (1976-2016). Given the product [CH3:1][CH:2]1[CH2:4][N:3]1[P:15](=[O:16])([O:17][CH2:18][CH3:19])[O:14][CH2:12][CH3:13], predict the reactants needed to synthesize it. The reactants are: [CH3:1][CH:2]1[CH2:4][NH:3]1.C(N(CC)CC)C.[CH2:12]([O:14][P:15](Cl)([O:17][CH2:18][CH3:19])=[O:16])[CH3:13].ClCCl.CO.[NH4+].[OH-].C(Cl)(Cl)Cl.CO.[NH4+].[OH-].[O-][Mn](=O)(=O)=O.[K+].